Dataset: Peptide-MHC class I binding affinity with 185,985 pairs from IEDB/IMGT. Task: Regression. Given a peptide amino acid sequence and an MHC pseudo amino acid sequence, predict their binding affinity value. This is MHC class I binding data. (1) The peptide sequence is GSIIQFPNTY. The binding affinity (normalized) is 0. The MHC is HLA-A24:02 with pseudo-sequence HLA-A24:02. (2) The peptide sequence is AYYWNQNGF. The MHC is HLA-A01:01 with pseudo-sequence HLA-A01:01. The binding affinity (normalized) is 0.0847. (3) The peptide sequence is NETWYSADL. The MHC is Mamu-B01 with pseudo-sequence Mamu-B01. The binding affinity (normalized) is 0.